Dataset: Retrosynthesis with 50K atom-mapped reactions and 10 reaction types from USPTO. Task: Predict the reactants needed to synthesize the given product. (1) Given the product OCC(O)CN1CCN(c2ccc(Cl)nn2)CC1, predict the reactants needed to synthesize it. The reactants are: Clc1ccc(Cl)nn1.OCC(O)CN1CCNCC1. (2) Given the product O=C(O)c1ccc(C(=O)CCC(=O)c2ccccc2)cc1, predict the reactants needed to synthesize it. The reactants are: CCOC(=O)c1ccc(C(=O)CCC(=O)c2ccccc2)cc1. (3) The reactants are: N#Cc1cnc2c(c1Cl)C=C1N=CN=C1C2.Nc1ccc(Cl)cc1Br. Given the product N#Cc1cnc2c(c1Nc1ccc(Cl)cc1Br)C=C1N=CN=C1C2, predict the reactants needed to synthesize it. (4) Given the product CC(C)(C)OC(=O)C1(c2ccc(-c3cnc(N)nc3)cc2)CC1, predict the reactants needed to synthesize it. The reactants are: CC(C)(C)OC(=O)C1(c2ccc(Br)cc2)CC1.CC1(C)OB(c2cnc(N)nc2)OC1(C)C. (5) Given the product COCO[C@H]1CC[C@]2(C)[C@H]3CC[C@]4(C)[C@@H](COCc5ccccc5)CC[C@H]4[C@@H]3C[C@@H](OC)[C@H]2C1, predict the reactants needed to synthesize it. The reactants are: CI.COCO[C@H]1CC[C@]2(C)[C@H]3CC[C@]4(C)[C@@H](COCc5ccccc5)CC[C@H]4[C@@H]3C[C@@H](O)[C@H]2C1. (6) Given the product Cn1cc(-n2ccc(=O)c(Cc3cccc(NC(=O)OCC(=O)O)c3)n2)cn1, predict the reactants needed to synthesize it. The reactants are: COC(=O)COC(=O)Nc1cccc(Cc2nn(-c3cnn(C)c3)ccc2=O)c1. (7) Given the product O=c1[nH]ncc(-c2ccc(Cl)cc2)c1-c1ccc(Cl)cc1, predict the reactants needed to synthesize it. The reactants are: O=c1c(-c2ccc(Cl)cc2)c(-c2ccc(Cl)cc2)cnn1Cc1ccccc1.